Dataset: Catalyst prediction with 721,799 reactions and 888 catalyst types from USPTO. Task: Predict which catalyst facilitates the given reaction. (1) Reactant: [F:1][C:2]1[C:7]([C:8]#[N:9])=[C:6]([NH:10][C:11]2[CH:12]=[N:13][CH:14]=[C:15]([F:17])[CH:16]=2)[C:5]([N+:18]([O-])=O)=[CH:4][CH:3]=1.[Cl-].[NH4+]. Product: [NH2:18][C:5]1[C:6]([NH:10][C:11]2[CH:12]=[N:13][CH:14]=[C:15]([F:17])[CH:16]=2)=[C:7]([C:2]([F:1])=[CH:3][CH:4]=1)[C:8]#[N:9]. The catalyst class is: 406. (2) Reactant: C[O:2][C:3](=[O:15])[C:4]1[CH:9]=[C:8]([N+:10]([O-:12])=[O:11])[C:7](F)=[CH:6][C:5]=1[F:14].[CH3:16][NH2:17]. Product: [F:14][C:5]1[CH:6]=[C:7]([NH:17][CH3:16])[C:8]([N+:10]([O-:12])=[O:11])=[CH:9][C:4]=1[C:3]([OH:2])=[O:15]. The catalyst class is: 3. (3) Reactant: [NH:1]1[CH:5]=[CH:4][C:3]([NH2:6])=[N:2]1.C([O-])(O)=O.[Na+].[C:12](OC(=O)C)(=[O:14])[CH3:13]. Product: [NH:1]1[CH:5]=[CH:4][C:3]([NH:6][C:12](=[O:14])[CH3:13])=[N:2]1. The catalyst class is: 6. (4) Reactant: FC(F)(F)C(O)=O.[CH3:8][C:9]1([CH3:25])[CH2:14][N:13](C(OC(C)(C)C)=O)[CH2:12][C:11]2[CH:22]=[N:23][NH:24][C:10]1=2.[ClH:26]. Product: [ClH:26].[ClH:26].[CH3:8][C:9]1([CH3:25])[CH2:14][NH:13][CH2:12][C:11]2[CH:22]=[N:23][NH:24][C:10]1=2. The catalyst class is: 4. (5) Reactant: Cl[CH2:2][C:3]([CH3:6])([OH:5])[CH3:4].[OH:7][C:8]1[CH:15]=[CH:14][C:11]([C:12]#[N:13])=[CH:10][CH:9]=1.C(=O)([O-])[O-].[K+].[K+].O. Product: [OH:5][C:3]([CH3:6])([CH3:4])[CH2:2][O:7][C:8]1[CH:15]=[CH:14][C:11]([C:12]#[N:13])=[CH:10][CH:9]=1. The catalyst class is: 8. (6) Reactant: Br[C:2]1[N:3]=[C:4]([O:28][CH3:29])[C:5]([N:8](COCC[Si](C)(C)C)[S:9]([C:12]2[CH:17]=[CH:16][CH:15]=[C:14]([Cl:18])[C:13]=2[Cl:19])(=[O:11])=[O:10])=[N:6][CH:7]=1.[CH3:30][O:31][C:32](=[O:35])[CH2:33][SH:34].[C:36](=O)([O-])[O-].[Cs+].[Cs+]. Product: [C:32]([O:31][CH2:30][CH3:2])(=[O:35])[CH3:33].[CH3:12][CH2:17][CH2:16][CH:15]([CH3:14])[CH3:36].[Cl:19][C:13]1[C:14]([Cl:18])=[CH:15][CH:16]=[CH:17][C:12]=1[S:9]([NH:8][C:5]1[N:6]=[CH:7][C:2]([S:34][CH2:33][C:32]([OH:35])=[O:31])=[N:3][C:4]=1[O:28][CH3:29])(=[O:10])=[O:11]. The catalyst class is: 245.